Dataset: Forward reaction prediction with 1.9M reactions from USPTO patents (1976-2016). Task: Predict the product of the given reaction. (1) Given the reactants Cl.Cl.[OH:3][C@@H:4]1[CH2:11][N:10]([CH2:12][CH2:13][CH2:14][N:15]2[C:21](=[O:22])[CH2:20][CH2:19][NH:18][C@H:17]([CH3:23])[CH2:16]2)[CH2:9][CH2:8][C:5]21[CH2:7][CH2:6]2.[Cl:24][C:25]1[CH:26]=[C:27]([N:32]=[C:33]=[O:34])[CH:28]=[CH:29][C:30]=1[Cl:31].CN1CCOCC1.C(=O)([O-])O.[Na+], predict the reaction product. The product is: [Cl:24][C:25]1[CH:26]=[C:27]([NH:32][C:33]([N:18]2[CH2:19][CH2:20][C:21](=[O:22])[N:15]([CH2:14][CH2:13][CH2:12][N:10]3[CH2:9][CH2:8][C:5]4([CH2:6][CH2:7]4)[C@H:4]([OH:3])[CH2:11]3)[CH2:16][C@H:17]2[CH3:23])=[O:34])[CH:28]=[CH:29][C:30]=1[Cl:31]. (2) Given the reactants [CH3:1][O:2][C:3]([C:5]1[CH:6]=[C:7]([C:19]2[CH:24]=[CH:23][CH:22]=[C:21]([C:25]#[N:26])[CH:20]=2)[C:8]([C:15]([F:18])([F:17])[F:16])=[CH:9][C:10]=1[NH:11]C(=O)C)=[O:4].O.S(=O)(=O)(O)O, predict the reaction product. The product is: [CH3:1][O:2][C:3]([C:5]1[CH:6]=[C:7]([C:19]2[CH:24]=[CH:23][CH:22]=[C:21]([C:25]#[N:26])[CH:20]=2)[C:8]([C:15]([F:16])([F:17])[F:18])=[CH:9][C:10]=1[NH2:11])=[O:4]. (3) Given the reactants [CH3:1][N:2]1[C:6]([CH3:7])=[C:5]([NH:8][C:9]([C:11]2[CH:15]=[CH:14][NH:13][N:12]=2)=[O:10])[C:4]([CH3:16])=[N:3]1.[F:17][C:18]1[CH:26]=[CH:25][C:24]([I:27])=[CH:23][C:19]=1[C:20](Cl)=[O:21], predict the reaction product. The product is: [CH3:1][N:2]1[C:6]([CH3:7])=[C:5]([NH:8][C:9]([C:11]2[CH:15]=[CH:14][N:13]([C:20](=[O:21])[C:19]3[CH:23]=[C:24]([I:27])[CH:25]=[CH:26][C:18]=3[F:17])[N:12]=2)=[O:10])[C:4]([CH3:16])=[N:3]1.